Dataset: Blood-brain barrier permeability regression values from the B3DB database. Task: Regression/Classification. Given a drug SMILES string, predict its absorption, distribution, metabolism, or excretion properties. Task type varies by dataset: regression for continuous measurements (e.g., permeability, clearance, half-life) or binary classification for categorical outcomes (e.g., BBB penetration, CYP inhibition). For this dataset (b3db_regression), we predict Y. The compound is CC1=NN=C2N1C3=C(C=C(C=C3)Cl)C(=NC2)C4=CC=CC=C4. The Y is 0 log(BB ratio).